The task is: Predict which catalyst facilitates the given reaction.. This data is from Catalyst prediction with 721,799 reactions and 888 catalyst types from USPTO. (1) Reactant: [C:1]([NH2:9])(=[S:8])[C:2]1[CH:7]=[CH:6][CH:5]=[N:4][CH:3]=1.Br[CH2:11][C:12]([CH:14]1[CH2:19][CH2:18][CH2:17][CH2:16][CH2:15]1)=O. Product: [N:4]1[CH:5]=[CH:6][CH:7]=[C:2]([C:1]2[S:8][CH:11]=[C:12]([CH:14]3[CH2:19][CH2:18][CH2:17][CH2:16][CH2:15]3)[N:9]=2)[CH:3]=1. The catalyst class is: 8. (2) Reactant: [C:1]1([S:7]([C:10]2[CH:11]=[C:12]3[C:17](=[CH:18][CH:19]=2)[CH:16](O)[CH2:15][CH2:14][CH2:13]3)(=[O:9])=[O:8])[CH:6]=[CH:5][CH:4]=[CH:3][CH:2]=1.S(Cl)([Cl:23])=O. Product: [C:1]1([S:7]([C:10]2[CH:11]=[C:12]3[C:17](=[CH:18][CH:19]=2)[CH:16]([Cl:23])[CH2:15][CH2:14][CH2:13]3)(=[O:9])=[O:8])[CH:6]=[CH:5][CH:4]=[CH:3][CH:2]=1. The catalyst class is: 11. (3) Reactant: [N+:1]([C:4]1[C:5]([NH:10][C:11]2[CH:20]=[C:19]3[C:14]([CH:15]=[CH:16][CH:17]=[C:18]3C3CCN(C)CC3)=[CH:13][CH:12]=2)=[N:6][CH:7]=[CH:8][CH:9]=1)([O-])=O.[CH2:28](O)[CH3:29]. Product: [NH2:1][C:4]1[C:5]([NH:10][C:11]2[CH:20]=[C:19]3[C:14]([CH:15]=[CH:16][CH:17]=[C:18]3[CH:29]3[CH2:28][CH2:9][CH2:4][CH2:5][N:6]3[CH3:7])=[CH:13][CH:12]=2)=[N:6][CH:7]=[CH:8][CH:9]=1. The catalyst class is: 153. (4) Reactant: CC(OC([N:8]1[C@H:12]([C:13]([OH:15])=[O:14])[CH2:11][CH:10]=[N:9]1)=O)(C)C.[ClH:16].CCOCC. Product: [ClH:16].[NH:8]1[C@H:12]([C:13]([OH:15])=[O:14])[CH2:11][CH:10]=[N:9]1. The catalyst class is: 7. (5) Reactant: [Br:1][C:2]1[CH:11]=[CH:10][C:9]([O:12]C)=[CH:8][C:3]=1[C:4]([O:6][CH3:7])=[O:5].B(Br)(Br)Br.CC(=O)OCC. Product: [CH3:7][O:6][C:4](=[O:5])[C:3]1[CH:8]=[C:9]([OH:12])[CH:10]=[CH:11][C:2]=1[Br:1]. The catalyst class is: 2. (6) Reactant: [CH3:1][C:2]1[N:7]=[C:6]([C:8]2[CH:13]=[CH:12][CH:11]=[C:10]([C:14]3[CH:15]=[C:16]([S:20](Cl)(=[O:22])=[O:21])[CH:17]=[CH:18][CH:19]=3)[N:9]=2)[CH:5]=[C:4]([C:24]2[CH:29]=[CH:28][C:27]([C:30]([F:33])([F:32])[F:31])=[CH:26][CH:25]=2)[CH:3]=1.[OH:34][CH:35]1[CH2:40][CH2:39][NH:38][CH2:37][CH2:36]1. Product: [CH3:1][C:2]1[N:7]=[C:6]([C:8]2[CH:13]=[CH:12][CH:11]=[C:10]([C:14]3[CH:15]=[C:16]([S:20]([N:38]4[CH2:39][CH2:40][CH:35]([OH:34])[CH2:36][CH2:37]4)(=[O:22])=[O:21])[CH:17]=[CH:18][CH:19]=3)[N:9]=2)[CH:5]=[C:4]([C:24]2[CH:29]=[CH:28][C:27]([C:30]([F:33])([F:32])[F:31])=[CH:26][CH:25]=2)[CH:3]=1. The catalyst class is: 49. (7) Reactant: [C:1]1([CH:7]([C:12]2[CH:17]=[CH:16][CH:15]=[CH:14][CH:13]=2)[CH2:8][C:9](Cl)=[O:10])[CH:6]=[CH:5][CH:4]=[CH:3][CH:2]=1.[C:18]1([C@H:24]([NH2:26])[CH3:25])[CH:23]=[CH:22][CH:21]=[CH:20][CH:19]=1. Product: [C:1]1([CH:7]([C:12]2[CH:17]=[CH:16][CH:15]=[CH:14][CH:13]=2)[CH2:8][C:9]([NH:26][C@@H:24]([C:18]2[CH:23]=[CH:22][CH:21]=[CH:20][CH:19]=2)[CH3:25])=[O:10])[CH:6]=[CH:5][CH:4]=[CH:3][CH:2]=1. The catalyst class is: 2. (8) Reactant: Cl.[NH2:2][CH:3]1[CH2:8][CH2:7][CH2:6][NH:5][C:4]1=[O:9].C([O-])([O-])=O.[K+].[K+].O.[C:17](Cl)(=[O:24])[C:18]1[CH:23]=[CH:22][CH:21]=[CH:20][CH:19]=1. Product: [C:17]([NH:2][CH:3]1[CH2:8][CH2:7][CH2:6][NH:5][C:4]1=[O:9])(=[O:24])[C:18]1[CH:23]=[CH:22][CH:21]=[CH:20][CH:19]=1. The catalyst class is: 2.